The task is: Predict the reactants needed to synthesize the given product.. This data is from Full USPTO retrosynthesis dataset with 1.9M reactions from patents (1976-2016). (1) Given the product [CH2:1]([O:8][C:9]([N:11]([CH3:16])[CH2:12][C:13]([NH:28][CH:29]1[CH2:30][N:31]([C:33]([O:35][C:36]([CH3:39])([CH3:38])[CH3:37])=[O:34])[CH2:32]1)=[O:15])=[O:10])[C:2]1[CH:3]=[CH:4][CH:5]=[CH:6][CH:7]=1, predict the reactants needed to synthesize it. The reactants are: [CH2:1]([O:8][C:9]([N:11]([CH3:16])[CH2:12][C:13]([O-:15])=O)=[O:10])[C:2]1[CH:7]=[CH:6][CH:5]=[CH:4][CH:3]=1.CCN=C=NCCCN(C)C.[NH2:28][CH:29]1[CH2:32][N:31]([C:33]([O:35][C:36]([CH3:39])([CH3:38])[CH3:37])=[O:34])[CH2:30]1. (2) The reactants are: [Cl:1][C:2]1[CH:3]=[C:4]([C:12]2[N:16]=[C:15]([C:17]3[CH:22]=[CH:21][C:20]([CH2:23][NH2:24])=[CH:19][CH:18]=3)[O:14][N:13]=2)[CH:5]=[CH:6][C:7]=1[O:8][CH:9]([CH3:11])[CH3:10].[CH2:25]=[C:26]([CH2:31][C:32](OC)=[O:33])[C:27]([O:29]C)=[O:28].O.[OH-].[Li+].Cl. Given the product [Cl:1][C:2]1[CH:3]=[C:4]([C:12]2[N:16]=[C:15]([C:17]3[CH:22]=[CH:21][C:20]([CH2:23][N:24]4[C:32](=[O:33])[CH2:31][CH:26]([C:27]([OH:29])=[O:28])[CH2:25]4)=[CH:19][CH:18]=3)[O:14][N:13]=2)[CH:5]=[CH:6][C:7]=1[O:8][CH:9]([CH3:11])[CH3:10], predict the reactants needed to synthesize it. (3) The reactants are: [OH:1][CH2:2][CH2:3][O:4][C@H:5]1[CH2:10][CH2:9][C@H:8]([N:11]2[C:16](=[O:17])[C:15]([CH2:18][C:19]3[CH:24]=[CH:23][C:22]([C:25]4[C:26]([C:31]#[N:32])=[CH:27][CH:28]=[CH:29][CH:30]=4)=[CH:21][CH:20]=3)=[C:14]([CH2:33][CH2:34][CH3:35])[N:13]3[N:36]=[C:37]([CH3:39])[N:38]=[C:12]23)[CH2:7][CH2:6]1.[N:40]1C(C)=CC=CC=1C.FC(F)(F)S(O[Si](C(C)(C)C)(C)C)(=O)=O.Cl.N12CCCN=C1CCCCC2.[C:75]([O:78]CC)(=[O:77])C. Given the product [OH:1][CH2:2][CH2:3][O:4][C@H:5]1[CH2:10][CH2:9][C@H:8]([N:11]2[C:16](=[O:17])[C:15]([CH2:18][C:19]3[CH:24]=[CH:23][C:22]([C:25]4[CH:30]=[CH:29][CH:28]=[CH:27][C:26]=4[C:31]4[NH:40][C:75](=[O:77])[O:78][N:32]=4)=[CH:21][CH:20]=3)=[C:14]([CH2:33][CH2:34][CH3:35])[N:13]3[N:36]=[C:37]([CH3:39])[N:38]=[C:12]23)[CH2:7][CH2:6]1, predict the reactants needed to synthesize it. (4) Given the product [CH2:1]([N:8]1[CH2:12][C@@H:11]2[C:14]3[CH:15]=[CH:16][CH:17]=[C:18]([Cl:22])[C:19]=3[CH2:20][O:21][C@@:10]2([CH3:23])[CH2:9]1)[C:2]1[CH:3]=[CH:4][CH:5]=[CH:6][CH:7]=1, predict the reactants needed to synthesize it. The reactants are: [CH2:1]([N:8]1[C:12](=O)[C@@H:11]2[C:14]3[CH:15]=[CH:16][CH:17]=[C:18]([Cl:22])[C:19]=3[CH2:20][O:21][C@@:10]2([CH3:23])[CH2:9]1)[C:2]1[CH:7]=[CH:6][CH:5]=[CH:4][CH:3]=1.Cl.C([O-])(O)=O.[Na+]. (5) The reactants are: [CH3:1][N:2]([CH3:17])[CH2:3][CH2:4][N:5]1[CH:13]=[C:12]2[C:7]([CH:8]=[CH:9][C:10]([N+]([O-])=O)=[CH:11]2)=[N:6]1.[Cl-].[NH4+:19].[CH2:20](O)[CH3:21].O. Given the product [N:2]1([CH2:3][CH2:4][N:5]2[CH:13]=[C:12]3[C:7]([CH:8]=[C:9]([NH2:19])[CH:10]=[CH:11]3)=[N:6]2)[CH2:17][CH2:21][CH2:20][CH2:1]1, predict the reactants needed to synthesize it. (6) Given the product [NH2:1][C:3]1[N:8]=[CH:7][N:6]=[C:5]([NH:9][C:10]2[CH:11]=[C:12]3[C:16](=[CH:17][CH:18]=2)[NH:15][CH:14]=[CH:13]3)[CH:4]=1, predict the reactants needed to synthesize it. The reactants are: [NH3:1].Cl[C:3]1[N:8]=[CH:7][N:6]=[C:5]([NH:9][C:10]2[CH:11]=[C:12]3[C:16](=[CH:17][CH:18]=2)[NH:15][CH:14]=[CH:13]3)[CH:4]=1.